From a dataset of Catalyst prediction with 721,799 reactions and 888 catalyst types from USPTO. Predict which catalyst facilitates the given reaction. (1) Reactant: [F:1][C:2]1[CH:29]=CC(F)=C[C:3]=1[CH2:4][N:5]1[C:13]2[C:8](=[C:9]([F:14])[CH:10]=[CH:11][CH:12]=2)[C:7]([C:15]2[CH:24]=[CH:23][C:18]([C:19]([O:21]C)=[O:20])=[CH:17][C:16]=2[F:25])=[N:6]1.[CH2:31]1[CH2:35][O:34][CH2:33][CH2:32]1.[OH-].[Li+]. Product: [F:25][C:16]1[CH:17]=[C:18]([CH:23]=[CH:24][C:15]=1[C:7]1[C:8]2[C:13](=[CH:12][CH:11]=[CH:10][C:9]=2[F:14])[N:5]([CH2:4][C:3]2[C:35]([O:34][CH3:33])=[CH:31][CH:32]=[CH:29][C:2]=2[F:1])[N:6]=1)[C:19]([OH:21])=[O:20]. The catalyst class is: 5. (2) Reactant: [CH3:1][Mg]Cl.CC1(C)C(C)(C)[O:8][B:7]([C:12]2[CH:13]=[CH:14][C:15]([CH:18]=[O:19])=[N:16][CH:17]=2)[O:6]1. Product: [OH:19][CH:18]([C:15]1[N:16]=[CH:17][C:12]([B:7]([OH:6])[OH:8])=[CH:13][CH:14]=1)[CH3:1]. The catalyst class is: 1. (3) Reactant: [CH3:1][O:2][C:3]1[C:8]([C:9]2[NH:10][C:11]3[C:16]([CH:17]=2)=[CH:15][C:14]([C:18]([OH:20])=O)=[CH:13][CH:12]=3)=[CH:7][CH:6]=[CH:5][N:4]=1.CN(C(ON1N=NC2C=CC=CC1=2)=[N+](C)C)C.F[P-](F)(F)(F)(F)F.C(N(CC)C(C)C)(C)C.[O:54]1[CH2:59][CH2:58][N:57]([CH2:60][CH2:61][CH2:62][NH2:63])[CH2:56][CH2:55]1. Product: [CH3:1][O:2][C:3]1[C:8]([C:9]2[NH:10][C:11]3[C:16]([CH:17]=2)=[CH:15][C:14]([C:18]([NH:63][CH2:62][CH2:61][CH2:60][N:57]2[CH2:58][CH2:59][O:54][CH2:55][CH2:56]2)=[O:20])=[CH:13][CH:12]=3)=[CH:7][CH:6]=[CH:5][N:4]=1. The catalyst class is: 9.